This data is from Forward reaction prediction with 1.9M reactions from USPTO patents (1976-2016). The task is: Predict the product of the given reaction. Given the reactants Cl[C:2]1[N:7]=[CH:6][C:5]([C:8]2[CH:13]=[CH:12][N:11]=[C:10]([C:14]([NH:16][C:17]3[CH:22]=[CH:21][CH:20]=[C:19]([C:23]4[N:27]([CH:28]5[CH2:30][CH2:29]5)[CH:26]=[N:25][N:24]=4)[CH:18]=3)=[O:15])[CH:9]=2)=[CH:4][CH:3]=1, predict the reaction product. The product is: [CH:28]1([N:27]2[CH:26]=[N:25][N:24]=[C:23]2[C:19]2[CH:18]=[C:17]([NH:16][C:14]([C:10]3[CH:9]=[C:8]([C:5]4[CH:6]=[N:7][C:2]([NH:27][CH:28]5[CH2:30][CH2:29]5)=[CH:3][CH:4]=4)[CH:13]=[CH:12][N:11]=3)=[O:15])[CH:22]=[CH:21][CH:20]=2)[CH2:30][CH2:29]1.